This data is from Forward reaction prediction with 1.9M reactions from USPTO patents (1976-2016). The task is: Predict the product of the given reaction. (1) Given the reactants [CH3:1][C:2]1[C:10]2[C:9]([CH2:11][N:12]3[C:16]4[CH:17]=[CH:18][CH:19]=[CH:20][C:15]=4[NH:14][C:13]3=[O:21])=[CH:8][S:7][C:6]=2[CH:5]=[CH:4][CH:3]=1.[CH:22]([S:24]([NH2:27])(=[O:26])=[O:25])=[CH2:23].[OH-].[Na+].[NH4+].[Cl-], predict the reaction product. The product is: [CH3:1][C:2]1[C:10]2[C:9]([CH2:11][N:12]3[C:16]4[CH:17]=[CH:18][CH:19]=[CH:20][C:15]=4[N:14]([CH2:23][CH2:22][S:24]([NH2:27])(=[O:26])=[O:25])[C:13]3=[O:21])=[CH:8][S:7][C:6]=2[CH:5]=[CH:4][CH:3]=1. (2) Given the reactants [CH:1]1([N:7]([CH3:17])[C:8]2[N:13]=[CH:12][N:11]=[C:10]([C:14]([OH:16])=O)[CH:9]=2)[CH2:6][CH2:5][CH2:4][CH2:3][CH2:2]1.[NH2:18][C:19]1[CH:20]=[C:21]2[C:25](=[CH:26][C:27]=1[CH3:28])[NH:24][N:23]=[CH:22]2, predict the reaction product. The product is: [CH:1]1([N:7]([CH3:17])[C:8]2[N:13]=[CH:12][N:11]=[C:10]([C:14]([NH:18][C:19]3[CH:20]=[C:21]4[C:25](=[CH:26][C:27]=3[CH3:28])[NH:24][N:23]=[CH:22]4)=[O:16])[CH:9]=2)[CH2:2][CH2:3][CH2:4][CH2:5][CH2:6]1. (3) Given the reactants [Si:1]([O:8][CH:9]([C:22]1[O:23][C:24]([Sn](CCCC)(CCCC)CCCC)=[CH:25][N:26]=1)[CH2:10][CH2:11][CH2:12][CH2:13][CH2:14][CH2:15][C:16]1[CH:21]=[CH:20][CH:19]=[CH:18][CH:17]=1)([C:4]([CH3:7])([CH3:6])[CH3:5])([CH3:3])[CH3:2].Br[C:41]1[CH:46]=[CH:45][C:44]([CH3:47])=[CH:43][N:42]=1, predict the reaction product. The product is: [Si:1]([O:8][CH:9]([C:22]1[O:23][C:24]([C:41]2[CH:46]=[CH:45][C:44]([CH3:47])=[CH:43][N:42]=2)=[CH:25][N:26]=1)[CH2:10][CH2:11][CH2:12][CH2:13][CH2:14][CH2:15][C:16]1[CH:21]=[CH:20][CH:19]=[CH:18][CH:17]=1)([C:4]([CH3:7])([CH3:5])[CH3:6])([CH3:2])[CH3:3].